The task is: Regression. Given two drug SMILES strings and cell line genomic features, predict the synergy score measuring deviation from expected non-interaction effect.. This data is from NCI-60 drug combinations with 297,098 pairs across 59 cell lines. Drug 1: CC1=CC2C(CCC3(C2CCC3(C(=O)C)OC(=O)C)C)C4(C1=CC(=O)CC4)C. Drug 2: CCC(=C(C1=CC=CC=C1)C2=CC=C(C=C2)OCCN(C)C)C3=CC=CC=C3.C(C(=O)O)C(CC(=O)O)(C(=O)O)O. Cell line: MCF7. Synergy scores: CSS=1.91, Synergy_ZIP=1.42, Synergy_Bliss=1.62, Synergy_Loewe=-14.4, Synergy_HSA=-8.92.